From a dataset of Reaction yield outcomes from USPTO patents with 853,638 reactions. Predict the reaction yield, written as a fraction of the theoretical maximum amount of product (1.0 means a 100% yield; for example, 0.34 means a 34% yield). The reactants are [CH2:1]([C:4]1[C:13]2[O:12][CH2:11][C:10]3=[C:14]([C:17]([O:19]CC)=[O:18])[N:15]=[CH:16][N:9]3[C:8]=2[CH:7]=[CH:6][CH:5]=1)[CH:2]=[CH2:3].CO.[OH-].[Na+]. The catalyst is C(O)(=O)C. The product is [CH2:1]([C:4]1[C:13]2[O:12][CH2:11][C:10]3=[C:14]([C:17]([OH:19])=[O:18])[N:15]=[CH:16][N:9]3[C:8]=2[CH:7]=[CH:6][CH:5]=1)[CH:2]=[CH2:3]. The yield is 0.700.